Dataset: Full USPTO retrosynthesis dataset with 1.9M reactions from patents (1976-2016). Task: Predict the reactants needed to synthesize the given product. (1) The reactants are: Br[C:2]1[CH:24]=[CH:23][CH:22]=[CH:21][C:3]=1[CH2:4][C:5]1[S:6][C:7]([CH2:17][C:18]([OH:20])=[O:19])=[C:8]([C:10]2[CH:15]=[CH:14][C:13]([F:16])=[CH:12][CH:11]=2)[N:9]=1.[CH3:25][O:26][C:27]1[CH:32]=[CH:31][C:30](B(O)O)=[CH:29][CH:28]=1. Given the product [F:16][C:13]1[CH:14]=[CH:15][C:10]([C:8]2[N:9]=[C:5]([CH2:4][C:3]3[CH:21]=[CH:22][CH:23]=[CH:24][C:2]=3[C:30]3[CH:31]=[CH:32][C:27]([O:26][CH3:25])=[CH:28][CH:29]=3)[S:6][C:7]=2[CH2:17][C:18]([OH:20])=[O:19])=[CH:11][CH:12]=1, predict the reactants needed to synthesize it. (2) Given the product [CH3:12][O:13][C:14]1[C:33]([O:34][CH3:35])=[C:32]([O:36][CH3:37])[CH:31]=[C:30]([CH3:38])[C:15]=1[C:16]([C:18]1[C:23]([C:24]([F:27])([F:25])[F:26])=[CH:22][N+:21]([O-:9])=[CH:20][C:19]=1[O:28][CH3:29])=[O:17], predict the reactants needed to synthesize it. The reactants are: ClC1C=CC=C(C(OO)=[O:9])C=1.[CH3:12][O:13][C:14]1[C:33]([O:34][CH3:35])=[C:32]([O:36][CH3:37])[CH:31]=[C:30]([CH3:38])[C:15]=1[C:16]([C:18]1[C:23]([C:24]([F:27])([F:26])[F:25])=[CH:22][N:21]=[CH:20][C:19]=1[O:28][CH3:29])=[O:17]. (3) Given the product [CH2:18]1[O:17][C:16]2[CH:3]=[C:4]3[C:5]([C:6]([C:8]4[CH:9]=[CH:10][C:11]5[O:23][CH2:22][O:24][C:12]=5[CH:13]=4)=[N:27][CH:25]=[N:21]3)=[CH:14][C:15]=2[O:19]1, predict the reactants needed to synthesize it. The reactants are: C1O[C:16]23[O:17][CH2:18][O:19][C:15]2=[CH:14][C:5]([C:6]([C:8]2[CH:13]=[CH:12][CH:11]=[CH:10][CH:9]=2)=O)=[C:4]([NH2:21])[CH:3]3O1.[CH:22]([OH:24])=[O:23].[CH:25]([NH2:27])=O. (4) Given the product [Cl:1][C:2]1[CH:3]=[CH:4][C:5]2[N:6]([C:8]([C:19]3[CH:20]=[CH:21][N:16]=[CH:17][CH:18]=3)=[C:9]([NH:11][C:12](=[O:14])[CH3:13])[N:10]=2)[N:7]=1, predict the reactants needed to synthesize it. The reactants are: [Cl:1][C:2]1[CH:3]=[CH:4][C:5]2[N:6]([C:8](I)=[C:9]([NH:11][C:12](=[O:14])[CH3:13])[N:10]=2)[N:7]=1.[N:16]1[CH:21]=[CH:20][C:19](B(O)O)=[CH:18][CH:17]=1.C(=O)([O-])[O-].[Na+].[Na+].FC(F)(F)C(O)=O.